Dataset: Full USPTO retrosynthesis dataset with 1.9M reactions from patents (1976-2016). Task: Predict the reactants needed to synthesize the given product. Given the product [CH3:11][O:10][C:8]1[CH:7]=[C:5]([NH:6][CH3:14])[CH:4]=[C:3]([O:2][CH3:1])[CH:9]=1, predict the reactants needed to synthesize it. The reactants are: [CH3:1][O:2][C:3]1[CH:4]=[C:5]([CH:7]=[C:8]([O:10][CH3:11])[CH:9]=1)[NH2:6].IC.[C:14]([O-])(=O)C.[Na+].